From a dataset of Forward reaction prediction with 1.9M reactions from USPTO patents (1976-2016). Predict the product of the given reaction. (1) The product is: [CH:15](=[O:31])[CH:16]=[CH:17][CH:18]=[CH:19][CH:20]=[CH:21][CH:22]=[CH:23][CH:24]=[CH:25][CH:26]=[CH:27][CH3:28]. Given the reactants C(=O)C.C(=O)/C=C/C.N1CCCCC1.[CH:15](=[O:31])[CH:16]=[CH:17][CH:18]=[CH:19][CH:20]=[CH:21][CH:22]=[CH:23][CH:24]=[CH:25][CH:26]=[CH:27][CH:28]=CC, predict the reaction product. (2) Given the reactants Br[C:2]1[CH:3]=[C:4]2[CH2:10][C:9](=[O:11])[NH:8][C:5]2=[N:6][CH:7]=1.[B:12]1([B:12]2[O:16][C:15]([CH3:18])([CH3:17])[C:14]([CH3:20])([CH3:19])[O:13]2)[O:16][C:15]([CH3:18])([CH3:17])[C:14]([CH3:20])([CH3:19])[O:13]1.C(O[K])(C)=O.O, predict the reaction product. The product is: [CH3:19][C:14]1([CH3:20])[C:15]([CH3:18])([CH3:17])[O:16][B:12]([C:2]2[CH:3]=[C:4]3[CH2:10][C:9](=[O:11])[NH:8][C:5]3=[N:6][CH:7]=2)[O:13]1. (3) Given the reactants CC(C)([O-])C.[K+].[CH3:7][C:8]1([CH3:30])[C@H:10]([CH:11]=O)[C@H:9]1[C:13]([O:15][CH2:16][C:17]1[C:22]([F:23])=[C:21]([F:24])[C:20]([CH2:25][O:26][CH3:27])=[C:19]([F:28])[C:18]=1[F:29])=[O:14].C(OP([CH:39]([Cl:42])[C:40]#[N:41])(=O)OCC)C, predict the reaction product. The product is: [Cl:42]/[C:39](/[C:40]#[N:41])=[CH:11]\[C@H:10]1[C@@H:9]([C:13]([O:15][CH2:16][C:17]2[C:22]([F:23])=[C:21]([F:24])[C:20]([CH2:25][O:26][CH3:27])=[C:19]([F:28])[C:18]=2[F:29])=[O:14])[C:8]1([CH3:7])[CH3:30]. (4) Given the reactants [Br:1][C:2]1[C:3]([CH2:15][O:16][CH:17]2[CH:22]([C:23]3[CH:28]=[CH:27][C:26]([O:29][CH2:30][CH2:31][CH2:32][O:33][CH2:34][C:35]4[CH:40]=[CH:39][CH:38]=[CH:37][C:36]=4[O:41][CH3:42])=[CH:25][CH:24]=3)[CH2:21][CH2:20][N:19]([C:43]([O:45][CH2:46][C:47]3[CH:52]=[CH:51][CH:50]=[CH:49][CH:48]=3)=[O:44])[CH2:18]2)=[CH:4][CH:5]=[C:6]2[C:10]=1[N:9]([CH2:11][C:12]#[N:13])[CH:8]=[C:7]2[CH3:14].B#B.CO, predict the reaction product. The product is: [NH2:13][CH2:12][CH2:11][N:9]1[C:10]2[C:6](=[CH:5][CH:4]=[C:3]([CH2:15][O:16][CH:17]3[CH:22]([C:23]4[CH:24]=[CH:25][C:26]([O:29][CH2:30][CH2:31][CH2:32][O:33][CH2:34][C:35]5[CH:40]=[CH:39][CH:38]=[CH:37][C:36]=5[O:41][CH3:42])=[CH:27][CH:28]=4)[CH2:21][CH2:20][N:19]([C:43]([O:45][CH2:46][C:47]4[CH:52]=[CH:51][CH:50]=[CH:49][CH:48]=4)=[O:44])[CH2:18]3)[C:2]=2[Br:1])[C:7]([CH3:14])=[CH:8]1. (5) The product is: [CH3:1][O:2][C:3]([C:5]1([S:17][CH3:18])[CH2:9][CH2:8][NH:7][CH2:6]1)=[O:4]. Given the reactants [CH3:1][O:2][C:3]([C:5]1([S:17][CH3:18])[CH2:9][CH2:8][N:7](C(OC(C)(C)C)=O)[CH2:6]1)=[O:4], predict the reaction product. (6) Given the reactants [Br:1][C:2]1[CH:3]=[C:4]([C:8]2[CH:12]=[C:11]([O:13][C:14]3[CH:19]=[CH:18][C:17]([C:20]([F:23])([F:22])[F:21])=[CH:16][CH:15]=3)[N:10]([CH2:24][CH2:25][OH:26])[N:9]=2)[CH:5]=[CH:6][CH:7]=1.N1C(C)=CC=CC=1C.O([Si:43]([C:46]([CH3:49])([CH3:48])[CH3:47])([CH3:45])[CH3:44])S(C(F)(F)F)(=O)=O, predict the reaction product. The product is: [Br:1][C:2]1[CH:3]=[C:4]([C:8]2[CH:12]=[C:11]([O:13][C:14]3[CH:15]=[CH:16][C:17]([C:20]([F:22])([F:23])[F:21])=[CH:18][CH:19]=3)[N:10]([CH2:24][CH2:25][O:26][Si:43]([C:46]([CH3:49])([CH3:48])[CH3:47])([CH3:45])[CH3:44])[N:9]=2)[CH:5]=[CH:6][CH:7]=1. (7) Given the reactants Br[C:2]1[S:3][C:4]2[CH:10]=[C:9]([CH2:11][CH2:12][CH2:13][CH2:14][CH2:15][CH2:16][CH2:17][CH3:18])[CH:8]=[CH:7][C:5]=2[N:6]=1.[Li]CCCC.[Si:24]([O:31][CH2:32]/[C:33](=[N:35]/[S:36]([C:38]([CH3:41])([CH3:40])[CH3:39])=[O:37])/[CH3:34])([C:27]([CH3:30])([CH3:29])[CH3:28])([CH3:26])[CH3:25].C[Al](C)C.[NH4+].[Cl-], predict the reaction product. The product is: [Si:24]([O:31][CH2:32][C:33]([NH:35][S:36]([C:38]([CH3:39])([CH3:41])[CH3:40])=[O:37])([C:2]1[S:3][C:4]2[CH:10]=[C:9]([CH2:11][CH2:12][CH2:13][CH2:14][CH2:15][CH2:16][CH2:17][CH3:18])[CH:8]=[CH:7][C:5]=2[N:6]=1)[CH3:34])([C:27]([CH3:30])([CH3:28])[CH3:29])([CH3:26])[CH3:25]. (8) Given the reactants Cl[C:2]1[N:7]=[C:6]([N:8]2[CH2:12][CH2:11][C@:10]([CH:15]3[CH2:17][CH2:16]3)([C:13]#[N:14])[C:9]2=[O:18])[CH:5]=[CH:4][N:3]=1.[NH2:19][C:20]1[CH:21]=[N:22][N:23]([C:25]2([CH2:28][OH:29])[CH2:27][CH2:26]2)[CH:24]=1.C(=O)([O-])[O-].[Cs+].[Cs+].C1(P(C2C=CC=CC=2)C2C=CC3C(=CC=CC=3)C=2C2C3C(=CC=CC=3)C=CC=2P(C2C=CC=CC=2)C2C=CC=CC=2)C=CC=CC=1.C(=O)([O-])O.[Na+], predict the reaction product. The product is: [CH:15]1([C@:10]2([C:13]#[N:14])[CH2:11][CH2:12][N:8]([C:6]3[CH:5]=[CH:4][N:3]=[C:2]([NH:19][C:20]4[CH:21]=[N:22][N:23]([C:25]5([CH2:28][OH:29])[CH2:26][CH2:27]5)[CH:24]=4)[N:7]=3)[C:9]2=[O:18])[CH2:17][CH2:16]1. (9) Given the reactants [F:1][C:2]1[CH:3]=[C:4]([CH:17]=[CH:18][CH:19]=1)[CH2:5][N:6]1[C:14]2[C:9](=[CH:10][C:11]([NH2:16])=[CH:12][C:13]=2[CH3:15])[CH:8]=[CH:7]1.Cl[C:21]1[N:30]=[CH:29][C:28]([CH:31]2[CH2:33][CH2:32]2)=[CH:27][C:22]=1[C:23]([O:25][CH3:26])=[O:24].C(=O)([O-])[O-].[Cs+].[Cs+], predict the reaction product. The product is: [CH:31]1([C:28]2[CH:29]=[N:30][C:21]([NH:16][C:11]3[CH:10]=[C:9]4[C:14](=[C:13]([CH3:15])[CH:12]=3)[N:6]([CH2:5][C:4]3[CH:17]=[CH:18][CH:19]=[C:2]([F:1])[CH:3]=3)[CH:7]=[CH:8]4)=[C:22]([CH:27]=2)[C:23]([O:25][CH3:26])=[O:24])[CH2:32][CH2:33]1.